This data is from Forward reaction prediction with 1.9M reactions from USPTO patents (1976-2016). The task is: Predict the product of the given reaction. (1) The product is: [CH2:1]([CH:3]1[CH2:11][C:6]2([O:7][CH2:8][CH2:9][O:10]2)[CH2:5][CH:4]1[C:12]1[N:17]2[C:18]3[CH:24]=[CH:23][N:22]([S:25]([C:28]4[CH:29]=[CH:30][C:31]([CH3:32])=[CH:33][CH:34]=4)(=[O:27])=[O:26])[C:19]=3[N:20]=[CH:21][C:16]2=[N:15][N:14]=1)[CH3:2]. Given the reactants [CH2:1]([CH:3]1[CH2:11][C:6]2([O:10][CH2:9][CH2:8][O:7]2)[CH2:5][CH:4]1[C:12]([NH:14][NH:15][C:16]1[N:17]=[C:18]2[CH:24]=[CH:23][N:22]([S:25]([C:28]3[CH:34]=[CH:33][C:31]([CH3:32])=[CH:30][CH:29]=3)(=[O:27])=[O:26])[C:19]2=[N:20][CH:21]=1)=O)[CH3:2].O1CCOCC1.CCN(C(C)C)C(C)C.S(Cl)(Cl)=O, predict the reaction product. (2) Given the reactants O.[OH-].[Li+].C[O:5][C:6]([C:8]1[C:16]2[C:11](=[CH:12][CH:13]=[CH:14][CH:15]=2)[N:10]([C:17]2[C:26]3[C:21](=[CH:22][C:23]([O:27][CH3:28])=[CH:24][CH:25]=3)[N:20]=[CH:19][CH:18]=2)[CH:9]=1)=[O:7], predict the reaction product. The product is: [C:6]([C:8]1[C:16]2[C:11](=[CH:12][CH:13]=[CH:14][CH:15]=2)[N:10]([C:17]2[C:26]3[C:21](=[CH:22][C:23]([O:27][CH3:28])=[CH:24][CH:25]=3)[N:20]=[CH:19][CH:18]=2)[CH:9]=1)([OH:7])=[O:5].